Predict which catalyst facilitates the given reaction. From a dataset of Catalyst prediction with 721,799 reactions and 888 catalyst types from USPTO. Product: [C:17]1([CH3:27])[CH:18]=[CH:19][C:20]([S:23]([OH:26])(=[O:24])=[O:25])=[CH:21][CH:22]=1.[CH3:1][N:2]([CH3:15])[C@H:3]([CH3:14])[CH2:4][O:5][C:6]1[CH:7]=[C:8]([Br:13])[C:9]([Cl:12])=[N:10][CH:11]=1. Reactant: [CH3:1][N:2]([CH3:15])[C@H:3]([CH3:14])[CH2:4][O:5][C:6]1[CH:7]=[C:8]([Br:13])[C:9]([Cl:12])=[N:10][CH:11]=1.O.[C:17]1([CH3:27])[CH:22]=[CH:21][C:20]([S:23]([OH:26])(=[O:25])=[O:24])=[CH:19][CH:18]=1.C(OCC)C. The catalyst class is: 13.